This data is from Forward reaction prediction with 1.9M reactions from USPTO patents (1976-2016). The task is: Predict the product of the given reaction. (1) Given the reactants [F:1][C:2]1[CH:7]=[CH:6][C:5]([C:8]2[CH:13]=[CH:12][C:11]([F:14])=[CH:10][CH:9]=2)=[CH:4][CH:3]=1.[S:15](=[O:19])(=[O:18])([OH:17])O, predict the reaction product. The product is: [F:1][C:2]1[C:3]([S:15]([OH:17])(=[O:19])=[O:18])=[CH:4][C:5]([C:8]2[CH:13]=[C:12]([S:15]([OH:17])(=[O:19])=[O:18])[C:11]([F:14])=[C:10]([S:15]([OH:17])(=[O:19])=[O:18])[CH:9]=2)=[CH:6][C:7]=1[S:15]([OH:19])(=[O:18])=[O:17]. (2) Given the reactants Cl[C:2]1[C:7]2[N:8]=[C:9]([C:11]3[CH:12]=[C:13]([CH:31]=[CH:32][CH:33]=3)[C:14]([NH:16][CH2:17][CH2:18][CH:19]3[CH2:24][CH2:23][N:22]([C:25]4[CH:30]=[CH:29][N:28]=[CH:27][CH:26]=4)[CH2:21][CH2:20]3)=[O:15])S[C:6]=2[CH:5]=[CH:4][CH:3]=1.FC(F)(F)C(O)=O.[N:41]1(C2C=CN=CC=2)CCC(CCN)CC1.N1C2C=CC=CC=2N=C1C1C=C(C=CC=1)C(O)=O.C1(N)C=CC=CC=1N.C(C1C=C(C=CC=1)C(OC)=O)=O, predict the reaction product. The product is: [NH:41]1[C:2]2[CH:3]=[CH:4][CH:5]=[CH:6][C:7]=2[N:8]=[C:9]1[C:11]1[CH:12]=[C:13]([CH:31]=[CH:32][CH:33]=1)[C:14]([NH:16][CH2:17][CH2:18][CH:19]1[CH2:24][CH2:23][N:22]([C:25]2[CH:30]=[CH:29][N:28]=[CH:27][CH:26]=2)[CH2:21][CH2:20]1)=[O:15]. (3) Given the reactants Br[C:2]1[CH:3]=[CH:4][C:5]2[O:14][CH2:13][CH2:12][C:11]3[S:10][C:9]([C:15]4[N:16]([CH:20]([CH3:22])[CH3:21])[N:17]=[CH:18][N:19]=4)=[N:8][C:7]=3[C:6]=2[CH:23]=1.[F:24][C:25]1[C:30](B(O)O)=[CH:29][C:28]([CH3:34])=[CH:27][N:26]=1, predict the reaction product. The product is: [F:24][C:25]1[C:30]([C:2]2[CH:3]=[CH:4][C:5]3[O:14][CH2:13][CH2:12][C:11]4[S:10][C:9]([C:15]5[N:16]([CH:20]([CH3:22])[CH3:21])[N:17]=[CH:18][N:19]=5)=[N:8][C:7]=4[C:6]=3[CH:23]=2)=[CH:29][C:28]([CH3:34])=[CH:27][N:26]=1. (4) Given the reactants [CH3:1][S:2]([C:5]1[N:10]=[CH:9][C:8]([O:11][C:12]2[CH:13]=[C:14]3[C:18](=[CH:19][CH:20]=2)[NH:17][C:16]([C:21]2[S:22][CH:23]([CH2:26][C:27]([OH:29])=O)[CH2:24][N:25]=2)=[CH:15]3)=[CH:7][CH:6]=1)(=[O:4])=[O:3].O.ON1C2C=CC=CC=2N=N1.Cl.C(N=C=NCCCN(C)C)C.[F:53][C:54]([F:58])([F:57])[CH2:55][NH2:56], predict the reaction product. The product is: [CH3:1][S:2]([C:5]1[N:10]=[CH:9][C:8]([O:11][C:12]2[CH:13]=[C:14]3[C:18](=[CH:19][CH:20]=2)[NH:17][C:16]([C:21]2[S:22][CH:23]([CH2:26][C:27]([NH:56][CH2:55][C:54]([F:58])([F:57])[F:53])=[O:29])[CH2:24][N:25]=2)=[CH:15]3)=[CH:7][CH:6]=1)(=[O:3])=[O:4].